This data is from Reaction yield outcomes from USPTO patents with 853,638 reactions. The task is: Predict the reaction yield, written as a fraction of the theoretical maximum amount of product (1.0 means a 100% yield; for example, 0.34 means a 34% yield). (1) The reactants are [NH2:1][C:2]1[CH:3]=[C:4]([N:8]2[C:17]3[CH:16]=[CH:15][C:14]4[CH2:18][CH2:19][CH2:20][CH2:21][C:13]=4[C:12]=3[NH:11][C:10](=[O:22])[C:9]2=[O:23])[CH:5]=[CH:6][CH:7]=1.[N:24]1[C:33]2[C:28](=[CH:29][CH:30]=[CH:31][C:32]=2[S:34]([Cl:37])(=[O:36])=[O:35])[CH:27]=[CH:26][CH:25]=1. No catalyst specified. The product is [ClH:37].[O:22]=[C:10]1[NH:11][C:12]2[C:13]3[CH2:21][CH2:20][CH2:19][CH2:18][C:14]=3[CH:15]=[CH:16][C:17]=2[N:8]([C:4]2[CH:3]=[C:2]([NH:1][S:34]([C:32]3[CH:31]=[CH:30][CH:29]=[C:28]4[C:33]=3[N:24]=[CH:25][CH:26]=[CH:27]4)(=[O:35])=[O:36])[CH:7]=[CH:6][CH:5]=2)[C:9]1=[O:23]. The yield is 0.130. (2) The reactants are [N+:1]([C:4]1[CH:11]=[CH:10][CH:9]=[CH:8][C:5]=1[CH:6]=O)([O-:3])=[O:2].[NH2:12][CH:13]1[CH2:18][CH2:17][N:16]([CH2:19][C:20]2[CH:25]=[CH:24][CH:23]=[CH:22][CH:21]=2)[CH2:15][CH2:14]1.[BH4-].[Na+].[Cl-].[NH4+]. The catalyst is C(O)C. The product is [CH2:19]([N:16]1[CH2:17][CH2:18][CH:13]([NH:12][CH2:6][C:5]2[CH:8]=[CH:9][CH:10]=[CH:11][C:4]=2[N+:1]([O-:3])=[O:2])[CH2:14][CH2:15]1)[C:20]1[CH:21]=[CH:22][CH:23]=[CH:24][CH:25]=1. The yield is 0.700.